This data is from Catalyst prediction with 721,799 reactions and 888 catalyst types from USPTO. The task is: Predict which catalyst facilitates the given reaction. (1) Reactant: [ClH:1].O1CCOCC1.[CH3:8][C@H:9]1[C@@H:14]([N:15]([C:17]2[N:25]=[CH:24][N:23]=[C:22]3[C:18]=2[CH:19]=[CH:20][NH:21]3)[CH3:16])[CH2:13][N:12]([C:26]([CH2:28][C:29]#[N:30])=[O:27])[CH2:11][CH2:10]1. Product: [CH3:8][C@H:9]1[C@@H:14]([N:15]([C:17]2[N:25]=[CH:24][N:23]=[C:22]3[C:18]=2[CH:19]=[CH:20][NH:21]3)[CH3:16])[CH2:13][N:12]([C:26]([CH2:28][C:29]#[N:30])=[O:27])[CH2:11][CH2:10]1.[ClH:1]. The catalyst class is: 21. (2) Reactant: Br[C:2]1[CH:3]=[CH:4][C:5]([N+:8]([O-:10])=[O:9])=[N:6][CH:7]=1.C([O-])([O-])=O.[K+].[K+].[N:17]1([C:23]([O:25][C:26]([CH3:29])([CH3:28])[CH3:27])=[O:24])[CH2:22][CH2:21][NH:20][CH2:19][CH2:18]1.O. Product: [N+:8]([C:5]1[N:6]=[CH:7][C:2]([N:20]2[CH2:19][CH2:18][N:17]([C:23]([O:25][C:26]([CH3:29])([CH3:28])[CH3:27])=[O:24])[CH2:22][CH2:21]2)=[CH:3][CH:4]=1)([O-:10])=[O:9]. The catalyst class is: 16. (3) Reactant: [C:1](Cl)(=[O:5])[C:2](Cl)=[O:3].[CH3:7][N:8]1[C:12]([CH2:13][CH2:14][C:15]2[CH:20]=[CH:19][C:18]([C:21]([F:24])([F:23])[F:22])=[CH:17][CH:16]=2)=[C:11]([C:25]([NH2:27])=O)[CH:10]=[N:9]1. Product: [CH3:7][N:8]1[C:12]([CH2:13][CH2:14][C:15]2[CH:20]=[CH:19][C:18]([C:21]([F:24])([F:22])[F:23])=[CH:17][CH:16]=2)=[C:11]([C:25]2[O:3][CH2:2][C:1](=[O:5])[N:27]=2)[CH:10]=[N:9]1. The catalyst class is: 22. (4) Reactant: [Cl:1][C:2]1[C:7]([C:8]2[CH:13]=[CH:12][CH:11]=[CH:10][CH:9]=2)=[C:6](Cl)[N:5]2[N:15]=[CH:16][N:17]=[C:4]2[N:3]=1.CC(O)=O.CO. Product: [Cl:1][C:2]1[C:7]([C:8]2[CH:13]=[CH:12][CH:11]=[CH:10][CH:9]=2)=[CH:6][N:5]2[N:15]=[CH:16][N:17]=[C:4]2[N:3]=1. The catalyst class is: 1. (5) Product: [CH3:3][C:4]1[O:8][C:7]([C:9]2[CH:10]=[CH:11][CH:12]=[CH:13][CH:14]=2)=[N:6][C:5]=1[CH2:15][CH2:16][O:17][C:18]1[CH:19]=[CH:20][C:21]([CH2:22][O:23]/[N:24]=[C:25](/[C:32]2[CH:37]=[CH:36][CH:35]=[CH:34][CH:33]=2)\[CH2:26][CH2:27][C:28]([OH:30])=[O:29])=[CH:38][CH:39]=1. Reactant: [OH-].[Na+].[CH3:3][C:4]1[O:8][C:7]([C:9]2[CH:14]=[CH:13][CH:12]=[CH:11][CH:10]=2)=[N:6][C:5]=1[CH2:15][CH2:16][O:17][C:18]1[CH:39]=[CH:38][C:21]([CH2:22][O:23]/[N:24]=[C:25](/[C:32]2[CH:37]=[CH:36][CH:35]=[CH:34][CH:33]=2)\[CH2:26][CH2:27][C:28]([O:30]C)=[O:29])=[CH:20][CH:19]=1.CO.Cl. The catalyst class is: 7.